Dataset: Full USPTO retrosynthesis dataset with 1.9M reactions from patents (1976-2016). Task: Predict the reactants needed to synthesize the given product. (1) Given the product [OH:56][C:53]1[CH:54]=[CH:55][C:50]([CH2:49][NH:48][C:2]2[N:7]=[C:6]([O:13][CH2:12][C:11]([F:15])([F:14])[F:10])[N:5]=[C:4]([NH:25][C:26]3[CH:38]=[CH:37][C:29]([C:30]([O:32][C:33]([CH3:34])([CH3:35])[CH3:36])=[O:31])=[CH:28][CH:27]=3)[N:3]=2)=[CH:51][CH:52]=1, predict the reactants needed to synthesize it. The reactants are: Cl[C:2]1[N:7]=[C:6](Cl)[N:5]=[C:4](Cl)[N:3]=1.[F:10][C:11]([F:15])([F:14])[CH2:12][OH:13].N1C(C)=CC(C)=CC=1C.[NH2:25][C:26]1[CH:38]=[CH:37][C:29]([C:30]([O:32][C:33]([CH3:36])([CH3:35])[CH3:34])=[O:31])=[CH:28][CH:27]=1.CCN(C(C)C)C(C)C.[NH2:48][CH2:49][C:50]1[CH:55]=[CH:54][C:53]([OH:56])=[CH:52][CH:51]=1. (2) Given the product [C:22]1([S:19]([N:16]2[CH2:17][CH2:18][CH:13]([CH2:12][N:8]3[C:9]4[C:5](=[CH:4][C:3]([C:1]5[NH:46][N:45]=[N:44][CH:2]=5)=[CH:11][CH:10]=4)[CH:6]=[CH:7]3)[CH2:14][CH2:15]2)(=[O:21])=[O:20])[CH:23]=[CH:24][CH:25]=[CH:26][CH:27]=1, predict the reactants needed to synthesize it. The reactants are: [C:1]([C:3]1[CH:4]=[C:5]2[C:9](=[CH:10][CH:11]=1)[N:8]([CH2:12][CH:13]1[CH2:18][CH2:17][N:16]([S:19]([C:22]3[CH:27]=[CH:26][CH:25]=[CH:24][CH:23]=3)(=[O:21])=[O:20])[CH2:15][CH2:14]1)[CH:7]=[CH:6]2)#[CH:2].ClCCl.O=C1O[C@H]([C@H](CO)O)C([O-])=C1O.[Na+].[N-:44]=[N+:45]=[N-:46].[Na+].